This data is from Catalyst prediction with 721,799 reactions and 888 catalyst types from USPTO. The task is: Predict which catalyst facilitates the given reaction. Reactant: [CH3:1][S:2][C:3]1[N:8]=[CH:7][CH:6]=[CH:5][N:4]=1.C1(C2[O:17]N2S(C2C=CC=CC=2)(=O)=O)C=CC=CC=1. Product: [CH3:1][S:2]([C:3]1[N:8]=[CH:7][CH:6]=[CH:5][N:4]=1)=[O:17]. The catalyst class is: 4.